Dataset: Peptide-MHC class II binding affinity with 134,281 pairs from IEDB. Task: Regression. Given a peptide amino acid sequence and an MHC pseudo amino acid sequence, predict their binding affinity value. This is MHC class II binding data. (1) The peptide sequence is VGRSPEEILRILDGLQTDEL. The MHC is HLA-DQA10103-DQB10603 with pseudo-sequence HLA-DQA10103-DQB10603. The binding affinity (normalized) is 0. (2) The peptide sequence is AAFHSRFVQALTTAA. The MHC is DRB3_0101 with pseudo-sequence DRB3_0101. The binding affinity (normalized) is 0.614. (3) The peptide sequence is LRAEQASQEVKNWMTETL. The MHC is HLA-DQA10501-DQB10201 with pseudo-sequence HLA-DQA10501-DQB10201. The binding affinity (normalized) is 0.161. (4) The peptide sequence is AVNGKKSAHGSPTFW. The MHC is DRB3_0301 with pseudo-sequence DRB3_0301. The binding affinity (normalized) is 0. (5) The peptide sequence is VPPLRVWRHRARSVRAKLLSQGGRA. The MHC is DRB1_0701 with pseudo-sequence DRB1_0701. The binding affinity (normalized) is 0. (6) The peptide sequence is EKKYFAATQFEPTAA. The MHC is HLA-DQA10401-DQB10402 with pseudo-sequence HLA-DQA10401-DQB10402. The binding affinity (normalized) is 0.472.